Regression. Given a peptide amino acid sequence and an MHC pseudo amino acid sequence, predict their binding affinity value. This is MHC class I binding data. From a dataset of Peptide-MHC class I binding affinity with 185,985 pairs from IEDB/IMGT. (1) The peptide sequence is AEVEWKFYDA. The MHC is HLA-B44:03 with pseudo-sequence HLA-B44:03. The binding affinity (normalized) is 0.584. (2) The peptide sequence is FSLDPTFTI. The MHC is Patr-B0101 with pseudo-sequence Patr-B0101. The binding affinity (normalized) is 1.00. (3) The peptide sequence is GHIGHHYIW. The MHC is Mamu-B17 with pseudo-sequence Mamu-B17. The binding affinity (normalized) is 0.673. (4) The MHC is HLA-A68:01 with pseudo-sequence HLA-A68:01. The binding affinity (normalized) is 0.106. The peptide sequence is PAGRPNYVK. (5) The peptide sequence is MPFKYAAAF. The MHC is Mamu-A2201 with pseudo-sequence Mamu-A2201. The binding affinity (normalized) is 1.00. (6) The peptide sequence is EYKKSLYKF. The MHC is HLA-A02:03 with pseudo-sequence HLA-A02:03. The binding affinity (normalized) is 0.0847.